This data is from Reaction yield outcomes from USPTO patents with 853,638 reactions. The task is: Predict the reaction yield, written as a fraction of the theoretical maximum amount of product (1.0 means a 100% yield; for example, 0.34 means a 34% yield). The reactants are Cl.[F:2][C:3]1[CH:13]=[CH:12][C:11]2=[C:14]3[C:4]=1[O:5][CH2:6][C@@H:7]([CH3:33])[N:8]3[C:9]([C@@H:15]([NH:17][C:18]1[N:26]=[CH:25][N:24]=[C:23]3[C:19]=1[N:20]=[CH:21][N:22]3C1CCCCO1)[CH3:16])=[N:10]2. The catalyst is O1CCOCC1.CO. The product is [F:2][C:3]1[CH:13]=[CH:12][C:11]2=[C:14]3[C:4]=1[O:5][CH2:6][C@@H:7]([CH3:33])[N:8]3[C:9]([C@@H:15]([NH:17][C:18]1[N:26]=[CH:25][N:24]=[C:23]3[C:19]=1[N:20]=[CH:21][NH:22]3)[CH3:16])=[N:10]2. The yield is 0.960.